Dataset: Catalyst prediction with 721,799 reactions and 888 catalyst types from USPTO. Task: Predict which catalyst facilitates the given reaction. (1) Reactant: [Cl:1][C:2]1[CH:3]=[CH:4][C:5]2[N:11]3[C:12]([C:15]([F:18])([F:17])[F:16])=[N:13][N:14]=[C:10]3[C@@H:9]([CH2:19][C:20]([O:22]C(C)C)=[O:21])[S:8][C@H:7]([C:26]3[CH:31]=[CH:30][CH:29]=[CH:28][C:27]=3[O:32][CH3:33])[C:6]=2[CH:34]=1.Cl. Product: [Cl:1][C:2]1[CH:3]=[CH:4][C:5]2[N:11]3[C:12]([C:15]([F:18])([F:17])[F:16])=[N:13][N:14]=[C:10]3[C@@H:9]([CH2:19][C:20]([OH:22])=[O:21])[S:8][C@H:7]([C:26]3[CH:31]=[CH:30][CH:29]=[CH:28][C:27]=3[O:32][CH3:33])[C:6]=2[CH:34]=1. The catalyst class is: 155. (2) Reactant: [CH3:1][O:2][C:3]1[CH:12]=[CH:11][C:6]([O:7][CH2:8][C:9]#[N:10])=[CH:5][CH:4]=1.Cl.[NH2:14][OH:15].C([O-])(=O)C.[Na+]. Product: [CH3:1][O:2][C:3]1[CH:12]=[CH:11][C:6]([O:7][CH2:8][C:9](=[N:14][OH:15])[NH2:10])=[CH:5][CH:4]=1. The catalyst class is: 5. (3) Reactant: [CH3:1][C:2]1[C:3]([OH:11])=[N:4][CH:5]=[C:6]([N+:8]([O-:10])=[O:9])[CH:7]=1.[C:12]([O-])([O-])=O.[K+].[K+].CI. Product: [CH3:12][N:4]1[CH:5]=[C:6]([N+:8]([O-:10])=[O:9])[CH:7]=[C:2]([CH3:1])[C:3]1=[O:11]. The catalyst class is: 3. (4) Reactant: [CH2:1]([O:3][C:4](=[O:32])[CH:5]([C:10]1[CH:11]=[C:12]([C:22]2[CH:27]=[CH:26][C:25]([C:28]([F:31])([F:30])[F:29])=[CH:24][CH:23]=2)[CH:13]=[C:14]([CH:16]2[CH2:21][CH2:20][CH2:19][NH:18][CH2:17]2)[CH:15]=1)[CH2:6][CH:7]([CH3:9])[CH3:8])[CH3:2].[CH:33]1[C:42]2[CH:41]=[CH:40][CH:39]=[C:38]([S:43](Cl)(=[O:45])=[O:44])[C:37]=2[CH:36]=[CH:35][N:34]=1.CCN(C(C)C)C(C)C. Product: [CH2:1]([O:3][C:4](=[O:32])[CH:5]([C:10]1[CH:11]=[C:12]([C:22]2[CH:23]=[CH:24][C:25]([C:28]([F:29])([F:30])[F:31])=[CH:26][CH:27]=2)[CH:13]=[C:14]([CH:16]2[CH2:21][CH2:20][CH2:19][N:18]([S:43]([C:38]3[C:37]4[CH:36]=[CH:35][N:34]=[CH:33][C:42]=4[CH:41]=[CH:40][CH:39]=3)(=[O:44])=[O:45])[CH2:17]2)[CH:15]=1)[CH2:6][CH:7]([CH3:9])[CH3:8])[CH3:2]. The catalyst class is: 4. (5) Reactant: [C:1]([C:5]1[CH:6]=[C:7]([Mg]Br)[CH:8]=[C:9]([C:11]([CH3:14])([CH3:13])[CH3:12])[CH:10]=1)([CH3:4])([CH3:3])[CH3:2].Br[C:18]1[CH:26]=[C:25]([CH:27]([CH3:29])[CH3:28])[CH:24]=[C:23]2[C:19]=1[CH2:20][CH:21]([CH3:32])[CH:22]2[O:30][CH3:31].O. Product: [C:1]([C:5]1[CH:6]=[C:7]([C:18]2[CH:26]=[C:25]([CH:27]([CH3:29])[CH3:28])[CH:24]=[C:23]3[C:19]=2[CH2:20][CH:21]([CH3:32])[CH:22]3[O:30][CH3:31])[CH:8]=[C:9]([C:11]([CH3:14])([CH3:13])[CH3:12])[CH:10]=1)([CH3:4])([CH3:3])[CH3:2]. The catalyst class is: 1.